Dataset: Forward reaction prediction with 1.9M reactions from USPTO patents (1976-2016). Task: Predict the product of the given reaction. (1) Given the reactants [CH2:1]([O:8][C:9]1[CH:16]=[CH:15][CH:14]=[C:13]([CH2:17][C:18]2[CH:23]=[CH:22][C:21]([N+:24]([O-])=O)=[C:20]([O:27][CH2:28][C:29]3[CH:34]=[CH:33][CH:32]=[CH:31][CH:30]=3)[CH:19]=2)[C:10]=1[C:11]#[N:12])[C:2]1[CH:7]=[CH:6][CH:5]=[CH:4][CH:3]=1, predict the reaction product. The product is: [NH2:24][C:21]1[CH:22]=[CH:23][C:18]([CH2:17][C:13]2[CH:14]=[CH:15][CH:16]=[C:9]([O:8][CH2:1][C:2]3[CH:7]=[CH:6][CH:5]=[CH:4][CH:3]=3)[C:10]=2[C:11]#[N:12])=[CH:19][C:20]=1[O:27][CH2:28][C:29]1[CH:34]=[CH:33][CH:32]=[CH:31][CH:30]=1. (2) Given the reactants [Br:1][C:2]1[CH:7]=[CH:6][C:5]([C:8]23[CH2:13][CH:12]2[CH2:11][NH:10][CH2:9]3)=[C:4]([F:14])[CH:3]=1.C(N(CC)CC)C.[C:22]([O:26][C:27](O[C:27]([O:26][C:22]([CH3:25])([CH3:24])[CH3:23])=[O:28])=[O:28])([CH3:25])([CH3:24])[CH3:23], predict the reaction product. The product is: [C:22]([O:26][C:27]([N:10]1[CH2:11][CH:12]2[C:8]([C:5]3[CH:6]=[CH:7][C:2]([Br:1])=[CH:3][C:4]=3[F:14])([CH2:13]2)[CH2:9]1)=[O:28])([CH3:25])([CH3:24])[CH3:23]. (3) Given the reactants I[C:2]1[CH:18]=[CH:17][C:5]([O:6][CH2:7][C:8]2[CH:9]=[C:10]([C:14]([OH:16])=[O:15])[O:11][C:12]=2[CH3:13])=[CH:4][CH:3]=1.[F:19][C:20]([F:32])([F:31])[O:21][C:22]1[CH:27]=[CH:26][CH:25]=[CH:24][C:23]=1B(O)O, predict the reaction product. The product is: [CH3:13][C:12]1[O:11][C:10]([C:14]([OH:16])=[O:15])=[CH:9][C:8]=1[CH2:7][O:6][C:5]1[CH:17]=[CH:18][C:2]([C:23]2[CH:24]=[CH:25][CH:26]=[CH:27][C:22]=2[O:21][C:20]([F:19])([F:32])[F:31])=[CH:3][CH:4]=1. (4) Given the reactants [Cl:1][C:2]1[C:3](=[O:25])[N:4]([CH3:24])[CH:5]=[C:6]([C:9]([N:11]2[CH2:16][CH2:15][CH:14]([C:17]3[CH:22]=[CH:21][C:20]([F:23])=[CH:19][CH:18]=3)[CH2:13][CH2:12]2)=[O:10])[C:7]=1Cl.[CH2:26]([NH2:33])[C:27]1[CH:32]=[CH:31][CH:30]=[CH:29][CH:28]=1, predict the reaction product. The product is: [CH2:26]([NH:33][C:7]1[C:6]([C:9]([N:11]2[CH2:16][CH2:15][CH:14]([C:17]3[CH:22]=[CH:21][C:20]([F:23])=[CH:19][CH:18]=3)[CH2:13][CH2:12]2)=[O:10])=[CH:5][N:4]([CH3:24])[C:3](=[O:25])[C:2]=1[Cl:1])[C:27]1[CH:32]=[CH:31][CH:30]=[CH:29][CH:28]=1. (5) Given the reactants [CH2:1]([NH:3][C:4]([NH:6][C:7]1[CH:12]=[CH:11][C:10]([C:13]2[N:14]=[C:15]([N:23]3[CH2:28][CH2:27][O:26][CH2:25][C@@H:24]3[CH3:29])[C:16]3[CH2:22][CH2:21][NH:20][CH2:19][C:17]=3[N:18]=2)=[CH:9][CH:8]=1)=[O:5])[CH3:2].[CH3:30][C:31]1[O:35][C:34]([C:36](O)=[O:37])=[N:33][N:32]=1, predict the reaction product. The product is: [CH2:1]([NH:3][C:4]([NH:6][C:7]1[CH:8]=[CH:9][C:10]([C:13]2[N:14]=[C:15]([N:23]3[CH2:28][CH2:27][O:26][CH2:25][C@@H:24]3[CH3:29])[C:16]3[CH2:22][CH2:21][N:20]([C:36]([C:34]4[O:35][C:31]([CH3:30])=[N:32][N:33]=4)=[O:37])[CH2:19][C:17]=3[N:18]=2)=[CH:11][CH:12]=1)=[O:5])[CH3:2]. (6) Given the reactants [Cl:1][C:2]1[C:7]([CH:8]=[O:9])=[C:6]([Cl:10])[N:5]=[CH:4][N:3]=1.[CH2:11]([Mg]Br)[CH3:12].C1COCC1.[Cl-].[NH4+], predict the reaction product. The product is: [Cl:1][C:2]1[C:7]([CH:8]([OH:9])[CH2:11][CH3:12])=[C:6]([Cl:10])[N:5]=[CH:4][N:3]=1.